This data is from Catalyst prediction with 721,799 reactions and 888 catalyst types from USPTO. The task is: Predict which catalyst facilitates the given reaction. Reactant: [Cl:1][C:2]1[CH:7]=[CH:6][C:5]([C:8]2[CH:13]=[C:12]([C:14]3[C:19]([C:20]([O:22]C)=[O:21])=[CH:18][CH:17]=[CH:16][N:15]=3)[CH:11]=[CH:10][N:9]=2)=[C:4]([F:24])[CH:3]=1.[OH-].[K+:26]. Product: [Cl:1][C:2]1[CH:7]=[CH:6][C:5]([C:8]2[CH:13]=[C:12]([C:14]3[C:19]([C:20]([O-:22])=[O:21])=[CH:18][CH:17]=[CH:16][N:15]=3)[CH:11]=[CH:10][N:9]=2)=[C:4]([F:24])[CH:3]=1.[K+:26]. The catalyst class is: 8.